From a dataset of Full USPTO retrosynthesis dataset with 1.9M reactions from patents (1976-2016). Predict the reactants needed to synthesize the given product. (1) The reactants are: [CH3:1][CH:2]1[CH2:7][NH:6][CH:5]([CH3:8])[CH2:4][N:3]1[C:9]1[C:10]2[C:17]([CH3:18])=[CH:16][NH:15][C:11]=2[N:12]=[CH:13][N:14]=1.C[C@H]1CN[C@H](C)CN1.C(N(CC)C(C)C)(C)C.ClC1C2C(C)=CNC=2N=CN=1. Given the product [CH3:1][C@H:2]1[CH2:7][NH:6][C@H:5]([CH3:8])[CH2:4][N:3]1[C:9]1[C:10]2[C:17]([CH3:18])=[CH:16][NH:15][C:11]=2[N:12]=[CH:13][N:14]=1, predict the reactants needed to synthesize it. (2) Given the product [CH2:1]([O:3][C:4]([C@@H:6]1[CH2:10][C@H:9]([OH:11])[CH2:8][C@H:7]1[C:12]([N:14]1[CH2:15][C:16]([F:19])([F:18])[CH2:17]1)=[O:13])=[O:5])[CH3:2], predict the reactants needed to synthesize it. The reactants are: [CH2:1]([O:3][C:4]([C@@H:6]1[CH2:10][C:9](=[O:11])[CH2:8][C@H:7]1[C:12]([N:14]1[CH2:17][C:16]([F:19])([F:18])[CH2:15]1)=[O:13])=[O:5])[CH3:2].C1N(CCS(O)(=O)=O)CCOC1.O=C[C@@H]([C@H]([C@@H]([C@@H](CO)O)O)O)O.[Cl-].[Mg+2].[Cl-].C1C=[N+]([C@@H]2O[C@H](COP(OP(OC[C@H]3O[C@@H](N4C5N=CN=C(N)C=5N=C4)[C@H](OP(O)(O)=O)[C@@H]3O)(O)=O)(O)=O)[C@@H](O)[C@H]2O)C=C(C(N)=O)C=1.[OH-].[Na+]. (3) The reactants are: [C:1]([N:4]1[C:13]2[C:8](=[CH:9][CH:10]=[CH:11][CH:12]=2)[C@@H:7]([OH:14])[CH2:6][C@@H:5]1[CH3:15])(=[O:3])[CH3:2].[F:16][C:17]1[CH:22]=[CH:21][C:20](O)=[CH:19][CH:18]=1.C(P(CCCC)CCCC)CCC. Given the product [C:1]([N:4]1[C:13]2[C:8](=[CH:9][CH:10]=[CH:11][CH:12]=2)[C@H:7]([O:14][C:20]2[CH:21]=[CH:22][C:17]([F:16])=[CH:18][CH:19]=2)[CH2:6][C@@H:5]1[CH3:15])(=[O:3])[CH3:2], predict the reactants needed to synthesize it. (4) Given the product [Br:8][C:6]1[CH:5]=[CH:4][C:3]2[O:9][C:10](=[O:11])[NH:1][C:2]=2[CH:7]=1, predict the reactants needed to synthesize it. The reactants are: [NH2:1][C:2]1[CH:7]=[C:6]([Br:8])[CH:5]=[CH:4][C:3]=1[OH:9].[C:10](N1C=CN=C1)(N1C=CN=C1)=[O:11].Cl. (5) Given the product [Cl:1][C:2]1[CH:3]=[C:4]2[C:8](=[CH:9][CH:10]=1)[N:7]([S:48]([C:38]1[CH:39]=[CH:40][C:41]([O:43][C:44]([F:45])([F:46])[F:47])=[CH:42][C:37]=1[O:36][CH3:35])(=[O:49])=[O:50])[C:6](=[O:11])[C:5]2([C:27]1[CH:32]=[CH:31][CH:30]=[CH:29][C:28]=1[O:33][CH3:34])[CH2:12][C:13](=[O:26])[N:14]1[CH2:19][CH2:18][N:17]([C:20]2[CH:21]=[CH:22][N:23]=[CH:24][CH:25]=2)[CH2:16][CH2:15]1, predict the reactants needed to synthesize it. The reactants are: [Cl:1][C:2]1[CH:3]=[C:4]2[C:8](=[CH:9][CH:10]=1)[NH:7][C:6](=[O:11])[C:5]2([C:27]1[CH:32]=[CH:31][CH:30]=[CH:29][C:28]=1[O:33][CH3:34])[CH2:12][C:13](=[O:26])[N:14]1[CH2:19][CH2:18][N:17]([C:20]2[CH:25]=[CH:24][N:23]=[CH:22][CH:21]=2)[CH2:16][CH2:15]1.[CH3:35][O:36][C:37]1[CH:42]=[C:41]([O:43][C:44]([F:47])([F:46])[F:45])[CH:40]=[CH:39][C:38]=1[S:48](Cl)(=[O:50])=[O:49]. (6) Given the product [Cl:19][C:13]1[CH:14]=[CH:15][CH:16]=[C:17]2[C:12]=1[C:11](=[O:20])[N:10]([C:21]1[CH:26]=[CH:25][CH:24]=[CH:23][CH:22]=1)[C:9]([C@@H:7]([NH:6][C:4](=[O:5])[C:3]1[CH:27]=[CH:28][CH:29]=[N:30][C:2]=1[C:39]1[CH:40]=[N:36][NH:37][CH:38]=1)[CH3:8])=[CH:18]2, predict the reactants needed to synthesize it. The reactants are: Br[C:2]1[N:30]=[CH:29][CH:28]=[CH:27][C:3]=1[C:4]([NH:6][C@H:7]([C:9]1[N:10]([C:21]2[CH:26]=[CH:25][CH:24]=[CH:23][CH:22]=2)[C:11](=[O:20])[C:12]2[C:17]([CH:18]=1)=[CH:16][CH:15]=[CH:14][C:13]=2[Cl:19])[CH3:8])=[O:5].CN(C=O)C.[NH:36]1[CH:40]=[C:39](B(O)O)[CH:38]=[N:37]1.C([O-])([O-])=O.[Na+].[Na+].